Dataset: Forward reaction prediction with 1.9M reactions from USPTO patents (1976-2016). Task: Predict the product of the given reaction. (1) Given the reactants [CH2:1]([O:8][C:9]1[CH:14]=[CH:13][C:12]([NH:15][C:16](=[NH:25])[C:17]2[CH:22]=[CH:21][C:20]([O:23][CH3:24])=[CH:19][CH:18]=2)=[CH:11][CH:10]=1)[C:2]1[CH:7]=[CH:6][CH:5]=[CH:4][CH:3]=1.Br[CH2:27][C:28](=O)[C:29]([F:32])([F:31])[F:30].C(=O)([O-])O.[Na+], predict the reaction product. The product is: [CH2:1]([O:8][C:9]1[CH:14]=[CH:13][C:12]([N:15]2[CH:27]=[C:28]([C:29]([F:32])([F:31])[F:30])[N:25]=[C:16]2[C:17]2[CH:18]=[CH:19][C:20]([O:23][CH3:24])=[CH:21][CH:22]=2)=[CH:11][CH:10]=1)[C:2]1[CH:7]=[CH:6][CH:5]=[CH:4][CH:3]=1. (2) Given the reactants [OH:1][C:2]1[CH:11]=[C:10]2[C:5]([CH:6]=[CH:7][N:8]([C:13]3[CH:14]=[C:15]([CH:19]=[CH:20][C:21]=3[CH3:22])[C:16]([OH:18])=[O:17])[C:9]2=[O:12])=[CH:4][CH:3]=1.C(=O)([O-])[O-].[K+].[K+].Br[CH2:30][CH2:31][Cl:32].[OH-].[Na+].Cl, predict the reaction product. The product is: [Cl:32][CH2:31][CH2:30][O:1][C:2]1[CH:11]=[C:10]2[C:5]([CH:6]=[CH:7][N:8]([C:13]3[CH:14]=[C:15]([CH:19]=[CH:20][C:21]=3[CH3:22])[C:16]([OH:18])=[O:17])[C:9]2=[O:12])=[CH:4][CH:3]=1. (3) Given the reactants [CH3:1][S:2]([CH2:5][CH2:6][C:7]1[N:8]=[CH:9][C:10]([NH:13]C(=O)OC(C)(C)C)=[N:11][CH:12]=1)(=[O:4])=[O:3].C(O)(C(F)(F)F)=O, predict the reaction product. The product is: [CH3:1][S:2]([CH2:5][CH2:6][C:7]1[N:8]=[CH:9][C:10]([NH2:13])=[N:11][CH:12]=1)(=[O:3])=[O:4]. (4) Given the reactants F[C:2]1[C:7]([N:8]2[CH2:13][CH2:12][O:11][CH2:10][CH2:9]2)=[CH:6][CH:5]=[CH:4][N:3]=1.[NH2:14][C:15]1[CH:20]=[CH:19][C:18]([OH:21])=[CH:17][CH:16]=1.C(=O)([O-])[O-].[Cs+].[Cs+], predict the reaction product. The product is: [O:11]1[CH2:12][CH2:13][N:8]([C:7]2[C:2]([O:21][C:18]3[CH:19]=[CH:20][C:15]([NH2:14])=[CH:16][CH:17]=3)=[N:3][CH:4]=[CH:5][CH:6]=2)[CH2:9][CH2:10]1. (5) Given the reactants [CH2:1]([C:3]1[CH:8]=[CH:7][C:6]([CH:9]2[CH2:14][N:13]([C:15]([N:17]3[CH2:22][CH2:21][O:20][CH2:19][CH2:18]3)=[O:16])[CH2:12][CH:11]([C:23]([OH:25])=O)[CH2:10]2)=[CH:5][CH:4]=1)[CH3:2].[Cl:26][C:27]1[CH:32]=[C:31]([F:33])[CH:30]=[CH:29][C:28]=1[CH2:34][C:35](=[N:37]O)[NH2:36], predict the reaction product. The product is: [Cl:26][C:27]1[CH:32]=[C:31]([F:33])[CH:30]=[CH:29][C:28]=1[CH2:34][C:35]1[N:36]=[C:23]([CH:11]2[CH2:10][CH:9]([C:6]3[CH:7]=[CH:8][C:3]([CH2:1][CH3:2])=[CH:4][CH:5]=3)[CH2:14][N:13]([C:15]([N:17]3[CH2:22][CH2:21][O:20][CH2:19][CH2:18]3)=[O:16])[CH2:12]2)[O:25][N:37]=1. (6) Given the reactants Cl[C:2]1[N:3]=[N:4][C:5](Cl)=[CH:6][CH:7]=1.[Na+].[F:10][C:11]([F:22])([F:21])[C:12]1[CH:13]=[C:14]([S:18]([O-:20])=[O:19])[CH:15]=[CH:16][CH:17]=1.C([OH:26])(C)C, predict the reaction product. The product is: [F:22][C:11]([F:10])([F:21])[C:12]1[CH:13]=[C:14]([S:18]([C:2]2[CH:7]=[CH:6][C:5](=[O:26])[NH:4][N:3]=2)(=[O:20])=[O:19])[CH:15]=[CH:16][CH:17]=1. (7) Given the reactants [N:1]1[C:10]2[C:5](=[CH:6][CH:7]=[CH:8][CH:9]=2)[CH:4]=[C:3]([CH2:11]O)[CH:2]=1.S(Cl)(Cl)=O.[C-:17]#[N:18].[K+].C([O-])(O)=O.[Na+], predict the reaction product. The product is: [N:1]1[C:10]2[C:5](=[CH:6][CH:7]=[CH:8][CH:9]=2)[CH:4]=[C:3]([CH2:11][C:17]#[N:18])[CH:2]=1.